From a dataset of Forward reaction prediction with 1.9M reactions from USPTO patents (1976-2016). Predict the product of the given reaction. (1) Given the reactants [NH2:1][C@:2]12[CH2:45][CH2:44][C@@H:43]([C:46]([CH3:48])=[CH2:47])[C@@H:3]1[C@@H:4]1[C@@:17]([CH3:20])([CH2:18][CH2:19]2)[C@@:16]2([CH3:21])[C@@H:7]([C@:8]3([CH3:42])[C@@H:13]([CH2:14][CH2:15]2)[C:12]([CH3:23])([CH3:22])[C:11]([C:24]2[CH2:29][CH2:28][C@:27]([CH2:40][F:41])([C:30]([O:32][CH2:33][C:34]4[CH:39]=[CH:38][CH:37]=[CH:36][CH:35]=4)=[O:31])[CH2:26][CH:25]=2)=[CH:10][CH2:9]3)[CH2:6][CH2:5]1.[OH:49][C:50]1([CH2:54][CH:55]=O)[CH2:53][O:52][CH2:51]1.C(=O)(O)[O-].[Na+].C(=O)([O-])[O-].[Na+].[Na+], predict the reaction product. The product is: [F:41][CH2:40][C@:27]1([C:30]([O:32][CH2:33][C:34]2[CH:35]=[CH:36][CH:37]=[CH:38][CH:39]=2)=[O:31])[CH2:28][CH2:29][C:24]([C:11]2[C:12]([CH3:22])([CH3:23])[C@H:13]3[C@:8]([CH3:42])([CH2:9][CH:10]=2)[C@@H:7]2[C@:16]([CH3:21])([C@@:17]4([CH3:20])[C@H:4]([CH2:5][CH2:6]2)[C@H:3]2[C@H:43]([C:46]([CH3:48])=[CH2:47])[CH2:44][CH2:45][C@:2]2([NH:1][CH2:55][CH2:54][C:50]2([OH:49])[CH2:53][O:52][CH2:51]2)[CH2:19][CH2:18]4)[CH2:15][CH2:14]3)=[CH:25][CH2:26]1. (2) Given the reactants [CH:1]1([C:7]2[C:8]3[CH:26]=[CH:25][C:24]([C:27]([NH:29][C:30]([CH3:35])([CH3:34])[C:31](O)=[O:32])=[O:28])=[CH:23][C:9]=3[N:10]3[C:16]=2[C:15]2[CH:17]=[CH:18][C:19]([O:21][CH3:22])=[CH:20][C:14]=2[O:13][CH2:12][CH2:11]3)[CH2:6][CH2:5][CH2:4][CH2:3][CH2:2]1.S(Cl)(Cl)=O.[NH2:40][C:41]1[CH:50]=[CH:49][C:44]([C:45]([O:47][CH3:48])=[O:46])=[CH:43][CH:42]=1.C(=O)([O-])O.[Na+], predict the reaction product. The product is: [CH:1]1([C:7]2[C:8]3[CH:26]=[CH:25][C:24]([C:27]([NH:29][C:30]([CH3:34])([CH3:35])[C:31]([NH:40][C:41]4[CH:42]=[CH:43][C:44]([C:45]([O:47][CH3:48])=[O:46])=[CH:49][CH:50]=4)=[O:32])=[O:28])=[CH:23][C:9]=3[N:10]3[C:16]=2[C:15]2[CH:17]=[CH:18][C:19]([O:21][CH3:22])=[CH:20][C:14]=2[O:13][CH2:12][CH2:11]3)[CH2:6][CH2:5][CH2:4][CH2:3][CH2:2]1. (3) Given the reactants [H-].[Na+].[CH2:3]([C:5]1[C:13]2[C:8](=[N:9][CH:10]=[C:11]([F:14])[CH:12]=2)[NH:7][CH:6]=1)[CH3:4].C[N:16](C=O)C, predict the reaction product. The product is: [CH2:3]([C:5]1[C:13]2[C:8](=[N:9][CH:10]=[C:11]([F:14])[CH:12]=2)[N:7]([NH2:16])[CH:6]=1)[CH3:4]. (4) Given the reactants [C:1]([C:4]1[CH:54]=[CH:53][C:7]([C:8]([N:10]2[CH2:16][C@H:15]([NH:17][C:18](=[O:30])[C@@H:19]([N:21](C)[C:22](=O)OC(C)(C)C)[CH3:20])[C:14](=[O:31])[N:13]([CH2:32][C:33]3[C:42]4[C:37](=[CH:38][CH:39]=[CH:40][CH:41]=4)[CH:36]=[CH:35][C:34]=3[O:43][CH2:44][C:45]([F:48])([F:47])[F:46])[C:12]3[CH:49]=[CH:50][CH:51]=[CH:52][C:11]2=3)=[O:9])=[CH:6][CH:5]=1)(=[O:3])[CH3:2].[ClH:55], predict the reaction product. The product is: [ClH:55].[C:1]([C:4]1[CH:5]=[CH:6][C:7]([C:8]([N:10]2[CH2:16][C@H:15]([NH:17][C:18](=[O:30])[C@@H:19]([NH:21][CH3:22])[CH3:20])[C:14](=[O:31])[N:13]([CH2:32][C:33]3[C:42]4[C:37](=[CH:38][CH:39]=[CH:40][CH:41]=4)[CH:36]=[CH:35][C:34]=3[O:43][CH2:44][C:45]([F:48])([F:47])[F:46])[C:12]3[CH:49]=[CH:50][CH:51]=[CH:52][C:11]2=3)=[O:9])=[CH:53][CH:54]=1)(=[O:3])[CH3:2].